Dataset: Reaction yield outcomes from USPTO patents with 853,638 reactions. Task: Predict the reaction yield, written as a fraction of the theoretical maximum amount of product (1.0 means a 100% yield; for example, 0.34 means a 34% yield). (1) The reactants are [NH2:1][C:2]1[N:13]=[C:12]([Cl:14])[CH:11]=[CH:10][C:3]=1[C:4](N(OC)C)=[O:5].[F:15][C:16]1[CH:21]=[CH:20][CH:19]=[CH:18][C:17]=1[Li]. The catalyst is O1CCCC1. The product is [NH2:1][C:2]1[C:3]([C:4]([C:17]2[CH:18]=[CH:19][CH:20]=[CH:21][C:16]=2[F:15])=[O:5])=[CH:10][CH:11]=[C:12]([Cl:14])[N:13]=1. The yield is 0.770. (2) The yield is 0.240. The reactants are Br[C:2]1[CH:23]=[C:22]2[C:5]([CH2:6][C:7]3([C:15]42[N:19]=[C:18]([NH2:20])[C:17]([CH3:21])=[N:16]4)[CH2:12][CH2:11][C:10]([F:14])([F:13])[CH2:9][CH2:8]3)=[CH:4][CH:3]=1.[C:24]([C:27]1[CH:28]=[C:29](B(O)O)[CH:30]=[N:31][CH:32]=1)#[C:25][CH3:26]. The product is [F:14][C:10]1([F:13])[CH2:9][CH2:8][C:7]2([C:15]3([N:19]=[C:18]([NH2:20])[C:17]([CH3:21])=[N:16]3)[C:22]3[C:5](=[CH:4][CH:3]=[C:2]([C:29]4[CH:30]=[N:31][CH:32]=[C:27]([C:24]#[C:25][CH3:26])[CH:28]=4)[CH:23]=3)[CH2:6]2)[CH2:12][CH2:11]1. No catalyst specified.